Dataset: Forward reaction prediction with 1.9M reactions from USPTO patents (1976-2016). Task: Predict the product of the given reaction. Given the reactants [Cl:1][C:2]1[C:7]([CH2:8]O)=[CH:6][CH:5]=[CH:4][N:3]=1.[Br:10]P(Br)Br, predict the reaction product. The product is: [Br:10][CH2:8][C:7]1[C:2]([Cl:1])=[N:3][CH:4]=[CH:5][CH:6]=1.